This data is from Reaction yield outcomes from USPTO patents with 853,638 reactions. The task is: Predict the reaction yield, written as a fraction of the theoretical maximum amount of product (1.0 means a 100% yield; for example, 0.34 means a 34% yield). (1) The reactants are [C:1]([C@H:6]1[CH2:23][CH2:22][C@@:21]2([CH3:24])[C:8](=[CH:9][C:10](=[O:26])[C@@H:11]3[C@@H:20]2[CH2:19][CH2:18][C@@:16]2([CH3:17])[C@H:12]3[CH2:13][CH2:14][C:15]2=[O:25])[CH2:7]1)([O:3][CH2:4][CH3:5])=[O:2].O.O.O.O.O.O.O.[Cl-].[Ce+3].[Cl-].[Cl-].[BH4-].[Na+]. The catalyst is ClCCl.CO. The product is [C:1]([C@H:6]1[CH2:23][CH2:22][C@@:21]2([CH3:24])[C:8](=[CH:9][C@H:10]([OH:26])[C@@H:11]3[C@@H:20]2[CH2:19][CH2:18][C@@:16]2([CH3:17])[C@H:12]3[CH2:13][CH2:14][C@@H:15]2[OH:25])[CH2:7]1)([O:3][CH2:4][CH3:5])=[O:2]. The yield is 0.730. (2) The reactants are O[C:2]1[N:7]2[N:8]=[CH:9][CH:10]=[C:6]2[N:5]=[CH:4][C:3]=1[C:11]([O:13][CH2:14][CH3:15])=[O:12].[Cl:16][C:17]1[CH:23]=[CH:22][CH:21]=[CH:20][C:18]=1[NH2:19]. No catalyst specified. The product is [Cl:16][C:17]1[CH:23]=[CH:22][CH:21]=[CH:20][C:18]=1[NH:19][C:2]1[N:7]2[N:8]=[CH:9][CH:10]=[C:6]2[N:5]=[CH:4][C:3]=1[C:11]([O:13][CH2:14][CH3:15])=[O:12]. The yield is 0.310.